From a dataset of Reaction yield outcomes from USPTO patents with 853,638 reactions. Predict the reaction yield, written as a fraction of the theoretical maximum amount of product (1.0 means a 100% yield; for example, 0.34 means a 34% yield). (1) The reactants are [Cl:1][C:2]1[CH:11]=[C:10]2[C:5]([CH2:6][CH2:7][N:8]([C:13]3[CH:14]=[N:15][CH:16]=[CH:17][C:18]=3[CH:19]3[CH2:21][CH2:20]3)[C:9]2=[O:12])=[CH:4][C:3]=1[OH:22].C[Si]([N-][Si](C)(C)C)(C)C.[K+].C1(N[S:40]([C:43]([F:46])([F:45])[F:44])(=[O:42])=[O:41])C=CC=CC=1. The catalyst is C1COCC1. The product is [F:44][C:43]([F:46])([F:45])[S:40]([O:22][C:3]1[CH:4]=[C:5]2[C:10](=[CH:11][C:2]=1[Cl:1])[C:9](=[O:12])[N:8]([C:13]1[CH:14]=[N:15][CH:16]=[CH:17][C:18]=1[CH:19]1[CH2:20][CH2:21]1)[CH2:7][CH2:6]2)(=[O:42])=[O:41]. The yield is 0.666. (2) The reactants are [Br-].[N+:2]([C:5]1[CH:18]=[CH:17][C:8]([CH2:9][N:10]2[CH:15]=[CH:14][CH:13]=[CH:12][C:11]2=[NH2+:16])=[CH:7][CH:6]=1)([O-:4])=[O:3].CN1CCCC1=O.[F:26][C:27]([F:38])([F:37])[C:28](O[C:28](=O)[C:27]([F:38])([F:37])[F:26])=O.C(N(CC)CC)C. The catalyst is [OH-].[Na+]. The product is [N+:2]([C:5]1[CH:6]=[CH:7][C:8]([C:9]2[N:10]3[CH:15]=[CH:14][CH:13]=[CH:12][C:11]3=[N:16][C:28]=2[C:27]([F:38])([F:37])[F:26])=[CH:17][CH:18]=1)([O-:4])=[O:3]. The yield is 0.740. (3) The reactants are C(O[K])(C)(C)C.[S:7]1[C:14]2[C:13]([CH2:15][C:16]([O:18]CC)=[O:17])=[CH:12][NH:11][C:10]=2[CH:9]=[CH:8]1.[CH:21]1([S:24](Cl)(=[O:26])=[O:25])[CH2:23][CH2:22]1.[OH-].[Na+]. The catalyst is C1COCC1. The product is [CH:21]1([S:24]([N:11]2[CH:12]=[C:13]([CH2:15][C:16]([OH:18])=[O:17])[C:14]3[S:7][CH:8]=[CH:9][C:10]2=3)(=[O:26])=[O:25])[CH2:23][CH2:22]1. The yield is 0.0311. (4) No catalyst specified. The product is [OH:8][C:4]1[CH:3]=[C:2]([C:10]#[C:9][C:11]2[CH:12]=[N:13][CH:14]=[C:15]([CH:18]=2)[C:16]#[N:17])[CH:7]=[CH:6][CH:5]=1. The reactants are I[C:2]1[CH:3]=[C:4]([OH:8])[CH:5]=[CH:6][CH:7]=1.[C:9]([C:11]1[CH:12]=[N:13][CH:14]=[C:15]([CH:18]=1)[C:16]#[N:17])#[CH:10]. The yield is 0.170. (5) The reactants are Cl[C:2]1[N:7]=[C:6]([NH:8][CH2:9][C:10]([O:12][CH2:13][CH3:14])=[O:11])[CH:5]=[N:4][CH:3]=1.C(=O)([O-])[O-].[K+].[K+].[H][H]. The catalyst is C(O)C.[OH-].[Pd+2].[OH-]. The product is [N:7]1[CH:2]=[CH:3][N:4]=[CH:5][C:6]=1[NH:8][CH2:9][C:10]([O:12][CH2:13][CH3:14])=[O:11]. The yield is 0.760. (6) The reactants are Br.[N+:2]([C:5]1[CH:10]=[CH:9][C:8]([CH2:11][C@@H:12]([C:14]2[N:15]=[C:16]([C:19]3[S:20][CH:21]=[CH:22][CH:23]=3)[S:17][CH:18]=2)[NH2:13])=[CH:7][CH:6]=1)([O-:4])=[O:3].CCN(CC)CC.[CH2:31]([N:38]=[C:39]=[O:40])[C:32]1[CH:37]=[CH:36][CH:35]=[CH:34][CH:33]=1. The catalyst is C(Cl)Cl. The product is [CH2:31]([NH:38][C:39]([NH:13][C@H:12]([C:14]1[N:15]=[C:16]([C:19]2[S:20][CH:21]=[CH:22][CH:23]=2)[S:17][CH:18]=1)[CH2:11][C:8]1[CH:7]=[CH:6][C:5]([N+:2]([O-:4])=[O:3])=[CH:10][CH:9]=1)=[O:40])[C:32]1[CH:37]=[CH:36][CH:35]=[CH:34][CH:33]=1. The yield is 0.960. (7) The reactants are O=P(Cl)(Cl)Cl.[CH:6]([C:9]1[N:14]=[C:13]([C:15]([OH:17])=O)[CH:12]=[CH:11][CH:10]=1)([CH3:8])[CH3:7].[C:18]([C:21]1[C:26]([NH2:27])=[C:25]([CH3:28])[C:24]([O:29][CH3:30])=[CH:23][CH:22]=1)(=[O:20])[CH3:19].C(=O)(O)[O-].[Na+]. The yield is 0.720. The product is [C:18]([C:21]1[C:26]([NH:27][C:15]([C:13]2[CH:12]=[CH:11][CH:10]=[C:9]([CH:6]([CH3:7])[CH3:8])[N:14]=2)=[O:17])=[C:25]([CH3:28])[C:24]([O:29][CH3:30])=[CH:23][CH:22]=1)(=[O:20])[CH3:19]. The catalyst is N1C=CC=CC=1. (8) The reactants are [CH:1]([CH:4]1[CH:9]2[C:10]3[C:15]([C:16](=[O:17])[N:8]2[CH2:7][CH2:6][NH:5]1)=[C:14]([C:18]([F:21])([F:20])[F:19])[CH:13]=[CH:12][CH:11]=3)([CH3:3])[CH3:2].[C:22](O[C:22]([O:24][C:25]([CH3:28])([CH3:27])[CH3:26])=[O:23])([O:24][C:25]([CH3:28])([CH3:27])[CH3:26])=[O:23]. The catalyst is CN(C)C1C=CN=CC=1. The product is [C:25]([O:24][C:22]([N:5]1[CH2:6][CH2:7][N:8]2[C:16](=[O:17])[C:15]3[C:10]([CH:9]2[CH:4]1[CH:1]([CH3:3])[CH3:2])=[CH:11][CH:12]=[CH:13][C:14]=3[C:18]([F:20])([F:21])[F:19])=[O:23])([CH3:28])([CH3:27])[CH3:26]. The yield is 0.440.